Dataset: Cav3 T-type calcium channel HTS with 100,875 compounds. Task: Binary Classification. Given a drug SMILES string, predict its activity (active/inactive) in a high-throughput screening assay against a specified biological target. (1) The drug is S(=O)(=O)(N1CCOCC1)c1c(NCc2occc2)ccc(c1)C(=O)Nc1ccccc1. The result is 0 (inactive). (2) The result is 0 (inactive). The molecule is Clc1c(NC(=O)Cn2c(cc(c(c2=O)C#N)COC)C)ccc(Cl)c1. (3) The molecule is S(=O)(=O)(Cn1nnnc1C(N1CCN(CC1)c1ncccn1)c1ccc(cc1)C)c1ccc(cc1)C. The result is 0 (inactive). (4) The compound is O1C(Oc2c1cc([N+]([O-])=O)c(N)c2)(C)C. The result is 0 (inactive).